This data is from Catalyst prediction with 721,799 reactions and 888 catalyst types from USPTO. The task is: Predict which catalyst facilitates the given reaction. Reactant: [O:1]=[C:2]1[NH:7][N:6]=[CH:5][C:4]([C:8]([OH:10])=O)=[CH:3]1.CN(C(ON1N=NC2C=CC=CC1=2)=[N+](C)C)C.[B-](F)(F)(F)F.C(N(CC)CC)C.[NH2:40][C@@:41]1([C:46]([O:48][CH2:49][CH2:50][CH2:51][CH3:52])=[O:47])[CH2:45][CH2:44][O:43][CH2:42]1. Product: [O:1]=[C:2]1[NH:7][N:6]=[CH:5][C:4]([C:8]([NH:40][C@@:41]2([C:46]([O:48][CH2:49][CH2:50][CH2:51][CH3:52])=[O:47])[CH2:45][CH2:44][O:43][CH2:42]2)=[O:10])=[CH:3]1. The catalyst class is: 118.